This data is from Reaction yield outcomes from USPTO patents with 853,638 reactions. The task is: Predict the reaction yield, written as a fraction of the theoretical maximum amount of product (1.0 means a 100% yield; for example, 0.34 means a 34% yield). (1) The reactants are [C:1]([C:7]1[C:14]([C:15]([CH3:18])([CH3:17])[CH3:16])=[CH:13][C:10]([CH:11]=O)=[CH:9][C:8]=1[C:19]([CH3:22])([CH3:21])[CH3:20])(=[O:6])[CH2:2][CH2:3][CH2:4][CH3:5].[C:23]([NH:27][OH:28])([CH3:26])([CH3:25])[CH3:24].C1(C)C=CC(S(O)(=O)=O)=CC=1. The catalyst is C1C=CC=CC=1. The product is [C:1]([C:7]1[C:14]([C:15]([CH3:18])([CH3:17])[CH3:16])=[CH:13][C:10]([CH:11]=[N+:27]([C:23]([CH3:26])([CH3:25])[CH3:24])[O-:28])=[CH:9][C:8]=1[C:19]([CH3:22])([CH3:21])[CH3:20])(=[O:6])[CH2:2][CH2:3][CH2:4][CH3:5]. The yield is 0.565. (2) The reactants are [CH2:1]([O:8][C:9]([NH:11][C:12]([CH3:17])([C:14]([OH:16])=[O:15])[CH3:13])=[O:10])[C:2]1[CH:7]=[CH:6][CH:5]=[CH:4][CH:3]=1.B(F)(F)F.CCOCC.ClC(Cl)(Cl)C(=N)O[C:31]([CH3:34])([CH3:33])[CH3:32].C([O-])(O)=O.[Na+]. The catalyst is C(Cl)Cl.C1CCCCC1. The product is [CH2:1]([O:8][C:9]([NH:11][C:12]([CH3:17])([C:14]([O:16][C:31]([CH3:34])([CH3:33])[CH3:32])=[O:15])[CH3:13])=[O:10])[C:2]1[CH:3]=[CH:4][CH:5]=[CH:6][CH:7]=1. The yield is 0.700. (3) The reactants are [Br:1][C:2]1[CH:3]=[C:4]([S:8][CH2:9][CH:10](OCC)OCC)[CH:5]=[CH:6][CH:7]=1.C1C=CC=CC=1. The catalyst is O. The product is [Br:1][C:2]1[CH:7]=[CH:6][C:5]2[CH:10]=[CH:9][S:8][C:4]=2[CH:3]=1. The yield is 0.250.